From a dataset of Forward reaction prediction with 1.9M reactions from USPTO patents (1976-2016). Predict the product of the given reaction. (1) Given the reactants [C:1]([C:5]1[CH:10]=[C:9]([C:11]2[N:12]=[C:13]([CH2:16][OH:17])[S:14][CH:15]=2)[CH:8]=[C:7]([C:18]([CH3:21])([CH3:20])[CH3:19])[C:6]=1[OH:22])([CH3:4])([CH3:3])[CH3:2].[CH2:23](N(CC)CC)C, predict the reaction product. The product is: [C:18]([C:7]1[CH:8]=[C:9]([C:11]2[N:12]=[C:13]([CH2:16][O:17][CH3:23])[S:14][CH:15]=2)[CH:10]=[C:5]([C:1]([CH3:4])([CH3:3])[CH3:2])[C:6]=1[OH:22])([CH3:21])([CH3:20])[CH3:19]. (2) Given the reactants [CH:1]1([C:5]2[C:13]([C:14]3[NH:18][C:17]([CH3:19])=[N:16][N:15]=3)=[CH:12][C:8]([C:9]([OH:11])=O)=[C:7]([CH3:20])[CH:6]=2)[CH2:4][CH2:3][CH2:2]1.C1(C2C(C(=O)NC)=CC(C(O)=O)=C(C)C=2)CCC1.Cl.[NH:40]1[CH2:45][CH2:44][CH:43]([C:46]2[CH:47]=[CH:48][C:49]3[N:50]([CH:52]=[CH:53][N:54]=3)[CH:51]=2)[CH2:42][CH2:41]1.N1CCC(C2C=C3C(=CC=2)NN=C3)CC1, predict the reaction product. The product is: [CH:1]1([C:5]2[C:13]([C:14]3[NH:18][C:17]([CH3:19])=[N:16][N:15]=3)=[CH:12][C:8]([C:9]([N:40]3[CH2:41][CH2:42][CH:43]([C:46]4[CH:47]=[CH:48][C:49]5[N:50]([CH:52]=[CH:53][N:54]=5)[CH:51]=4)[CH2:44][CH2:45]3)=[O:11])=[C:7]([CH3:20])[CH:6]=2)[CH2:2][CH2:3][CH2:4]1. (3) Given the reactants [CH3:1][NH:2][CH:3]1[CH2:16][C:15]2[C:6]([CH3:25])([CH:7]3[CH:12]([CH2:13][CH:14]=2)[CH:11]2[CH2:17][CH2:18][CH:19]4[CH:20]([CH3:24])[N:21]([CH3:23])[CH2:22][C:10]24[CH2:9][CH2:8]3)[CH2:5][CH2:4]1.[S:26]1[CH:30]=[CH:29][CH:28]=[C:27]1[CH2:31][C:32](Cl)=[O:33].C(Cl)(=O)C, predict the reaction product. The product is: [CH3:1][N:2]([CH:3]1[CH2:16][CH:15]2[C:6]([CH3:25])([CH:7]3[CH:12]([CH2:13][CH2:14]2)[CH:11]2[CH2:17][CH2:18][CH:19]4[CH:20]([CH3:24])[N:21]([CH3:23])[CH2:22][C:10]24[CH2:9][CH2:8]3)[CH2:5][CH2:4]1)[C:32](=[O:33])[CH2:31][C:27]1[S:26][CH:30]=[CH:29][CH:28]=1. (4) Given the reactants [Cl:1][C:2]1[CH:7]=[C:6](Cl)[N:5]=[C:4]([C:9]2[CH:14]=[CH:13][CH:12]=[CH:11][CH:10]=2)[N:3]=1.[NH3:15].O, predict the reaction product. The product is: [Cl:1][C:2]1[N:3]=[C:4]([C:9]2[CH:14]=[CH:13][CH:12]=[CH:11][CH:10]=2)[N:5]=[C:6]([NH2:15])[CH:7]=1. (5) Given the reactants [F:1][CH:2]([F:39])[O:3][C:4]1[CH:5]=[C:6]([CH:14]([C:23]2[CH:28]=[CH:27][C:26]([C:29]([OH:38])([C:34]([F:37])([F:36])[F:35])[C:30]([F:33])([F:32])[F:31])=[CH:25][CH:24]=2)[CH2:15][C:16]2[CH:17]=[N+:18]([O-])[CH:19]=[CH:20][CH:21]=2)[CH:7]=[CH:8][C:9]=1[O:10][CH:11]([F:13])[F:12].C(OC(=O)C)(=[O:42])C, predict the reaction product. The product is: [F:39][CH:2]([F:1])[O:3][C:4]1[CH:5]=[C:6]([CH:14]([C:23]2[CH:28]=[CH:27][C:26]([C:29]([OH:38])([C:34]([F:37])([F:35])[F:36])[C:30]([F:31])([F:33])[F:32])=[CH:25][CH:24]=2)[CH2:15][C:16]2[CH:21]=[CH:20][C:19](=[O:42])[NH:18][CH:17]=2)[CH:7]=[CH:8][C:9]=1[O:10][CH:11]([F:12])[F:13]. (6) Given the reactants Br[C:2]1[CH:3]=[N:4][CH:5]=[C:6]([Br:8])[CH:7]=1.S(C1C=CC(C)=CC=1)(O)(=O)=O.[C@@H:20]12[CH2:26][NH:25][C@@H:24]1[CH2:23][N:22]([C:27]([O:29][CH2:30][C:31]1[CH:36]=[CH:35][CH:34]=[CH:33][CH:32]=1)=[O:28])[CH2:21]2.CC(C)([O-])C.[Na+], predict the reaction product. The product is: [Br:8][C:6]1[CH:7]=[C:2]([N:25]2[CH2:26][C@@H:20]3[C@H:24]2[CH2:23][N:22]([C:27]([O:29][CH2:30][C:31]2[CH:36]=[CH:35][CH:34]=[CH:33][CH:32]=2)=[O:28])[CH2:21]3)[CH:3]=[N:4][CH:5]=1.